Task: Binary Classification. Given a miRNA mature sequence and a target amino acid sequence, predict their likelihood of interaction.. Dataset: Experimentally validated miRNA-target interactions with 360,000+ pairs, plus equal number of negative samples The miRNA is rno-miR-101b-3p with sequence UACAGUACUGUGAUAGCUGAA. The protein sequence of the target gene is MQRSRTAADDAALLLAGLGLRESEPTAGSPGRVRRGPRAVDEAAPASGRRGKGGCGGPEAAPDVPSRPERGPRASLAGSDGGSARSSGISLGYDQRHGPGPGPPSGGSARSSVSSLGSRGSAGACADLLPPGVGPAPARSPEPAQFPFPLPSLPLPPGREGGPSAAERRLEALTRELERALEARTARDYFGICIKCGLGIYGARQACQAMGSLYHTDCFICDSCGRRLRGKAFYNVGEKVYCQEDFLYSGFQQTADKCSVCGHLIMEMILQALGKSYHPGCFRCSVCNECLDGVPFTVDV.... Result: 0 (no interaction).